Predict the reaction yield, written as a fraction of the theoretical maximum amount of product (1.0 means a 100% yield; for example, 0.34 means a 34% yield). From a dataset of Reaction yield outcomes from USPTO patents with 853,638 reactions. (1) The reactants are C[O:2][C:3]([C:5]1[CH:6]=[C:7]([Br:15])[CH:8]=[C:9]2[C:13]=1[N:12]([CH3:14])[CH:11]=[CH:10]2)=O.[H-].[H-].[H-].[H-].[Li+].[Al+3].C([O-])(O)=O.[Na+]. The catalyst is CCOCC. The product is [Br:15][C:7]1[CH:8]=[C:9]2[C:13](=[C:5]([CH2:3][OH:2])[CH:6]=1)[N:12]([CH3:14])[CH:11]=[CH:10]2. The yield is 0.860. (2) The reactants are [Mg].II.Cl[CH2:5][CH2:6][CH2:7][CH2:8][O:9][CH3:10].[C:11]([O:15][C:16]([N:18]1[CH2:23][CH2:22][CH2:21][C@@H:20]([C:24](=[O:38])[C:25]2[CH:30]=[CH:29][CH:28]=[CH:27][C:26]=2[C:31]2[CH:36]=[CH:35][CH:34]=[CH:33][C:32]=2[Cl:37])[CH2:19]1)=[O:17])([CH3:14])([CH3:13])[CH3:12]. The catalyst is C1COCC1. The product is [Cl:37][C:32]1[CH:33]=[CH:34][CH:35]=[CH:36][C:31]=1[C:26]1[CH:27]=[CH:28][CH:29]=[CH:30][C:25]=1[C@:24]([C@@H:20]1[CH2:21][CH2:22][CH2:23][N:18]([C:16]([O:15][C:11]([CH3:14])([CH3:13])[CH3:12])=[O:17])[CH2:19]1)([OH:38])[CH2:5][CH2:6][CH2:7][CH2:8][O:9][CH3:10]. The yield is 0.470. (3) The reactants are [O:1]1[C:6]2[CH:7]=[CH:8][CH:9]=[CH:10][C:5]=2[O:4][CH2:3][CH:2]1[C:11](O)=O.CN(C(O[N:22]1N=[N:29][C:24]2[CH:25]=[CH:26][CH:27]=[N:28][C:23]1=2)=[N+](C)C)C.F[P-](F)(F)(F)(F)F.CC[N:40]([CH:44]([CH3:46])C)[CH:41]([CH3:43])C.[CH3:47]N(C=O)C. The catalyst is CCOC(C)=O. The product is [O:1]1[CH:2]([C:11]2[NH:22][C:23]3=[N:28][CH:27]=[C:26]([C:47]4[CH:43]=[CH:41][N:40]=[CH:44][CH:46]=4)[CH:25]=[C:24]3[N:29]=2)[CH2:3][O:4][C:5]2[CH:10]=[CH:9][CH:8]=[CH:7][C:6]1=2. The yield is 0.540. (4) The reactants are [CH3:1][N:2]([CH3:14])[C:3]1[CH:13]=[CH:12][C:6]2[S:7][C:8]([CH2:10][OH:11])=[CH:9][C:5]=2[CH:4]=1.C(N(CC)CC)C.C1C=CN=CC=1.O=S(=O)=O.O. The catalyst is CS(C)=O.C(OCC)(=O)C. The product is [CH3:1][N:2]([CH3:14])[C:3]1[CH:13]=[CH:12][C:6]2[S:7][C:8]([CH:10]=[O:11])=[CH:9][C:5]=2[CH:4]=1. The yield is 0.950. (5) The reactants are [C:1]([C:3]1[CH:8]=[CH:7][C:6]([N:9]2[C@@H:13]3[CH2:14][CH2:15][CH2:16][CH2:17][C@H:12]3[N:11]([C:18]3[CH:26]=[CH:25][C:21]([C:22]([OH:24])=O)=[C:20]([F:27])[CH:19]=3)[C:10]2=[O:28])=[CH:5][C:4]=1[C:29]([F:32])([F:31])[F:30])#[N:2].Cl.[NH2:34][OH:35].CCN(C(C)C)C(C)C.CCN=C=NCCCN(C)C.C1C=[CH:58][C:59]2N(O)N=N[C:60]=2[CH:61]=1. The catalyst is CN(C=O)C.C(Cl)Cl. The product is [C:1]([C:3]1[CH:8]=[CH:7][C:6]([N:9]2[C@@H:13]3[CH2:12][CH2:17][CH2:16][CH2:15][C@H:14]3[N:11]([C:18]3[CH:26]=[CH:25][C:21]([C:22]([NH:34][O:35][CH2:58][CH:59]4[CH2:61][CH2:60]4)=[O:24])=[C:20]([F:27])[CH:19]=3)[C:10]2=[O:28])=[CH:5][C:4]=1[C:29]([F:31])([F:32])[F:30])#[N:2]. The yield is 0.260. (6) The reactants are [Cl:1][C:2]1[N:10](CC=C)[C:9]2[C:8](=[O:14])[N:7]([CH3:15])[C:6](=[O:16])[NH:5][C:4]=2[N:3]=1.C(=O)([O-])[O-].[Na+].[Na+].[CH2:23](I)[CH3:24].N1CCOCC1. The catalyst is CN(C=O)C.CCOC(C)=O.C1C=CC([P]([Pd]([P](C2C=CC=CC=2)(C2C=CC=CC=2)C2C=CC=CC=2)([P](C2C=CC=CC=2)(C2C=CC=CC=2)C2C=CC=CC=2)[P](C2C=CC=CC=2)(C2C=CC=CC=2)C2C=CC=CC=2)(C2C=CC=CC=2)C2C=CC=CC=2)=CC=1. The product is [Cl:1][C:2]1[NH:10][C:9]2[C:8](=[O:14])[N:7]([CH3:15])[C:6](=[O:16])[N:5]([CH2:23][CH3:24])[C:4]=2[N:3]=1. The yield is 0.700. (7) The reactants are [CH3:1][CH:2]1[N:7]([CH3:8])[CH2:6][CH2:5][N:4]2[N:9]=[C:10]([NH2:12])[CH:11]=[C:3]12.[C:13]([O:16][CH2:17][C:18]1[C:19]([N:33]2[CH2:44][CH2:43][N:42]3[C:35](=[CH:36][C:37]4[CH2:38][C:39]([CH3:46])([CH3:45])[CH2:40][C:41]=43)[C:34]2=[O:47])=[N:20][CH:21]=[CH:22][C:23]=1[C:24]1[CH:29]=[C:28](Br)[C:27](=[O:31])[N:26]([CH3:32])[CH:25]=1)(=[O:15])[CH3:14].CC1(C)C2C(=C(P(C3C=CC=CC=3)C3C=CC=CC=3)C=CC=2)OC2C(P(C3C=CC=CC=3)C3C=CC=CC=3)=CC=CC1=2.C([O-])([O-])=O.[Cs+].[Cs+]. The catalyst is C1C=CC(/C=C/C(/C=C/C2C=CC=CC=2)=O)=CC=1.C1C=CC(/C=C/C(/C=C/C2C=CC=CC=2)=O)=CC=1.C1C=CC(/C=C/C(/C=C/C2C=CC=CC=2)=O)=CC=1.[Pd].[Pd].O1CCOCC1. The product is [C:13]([O:16][CH2:17][C:18]1[C:19]([N:33]2[CH2:44][CH2:43][N:42]3[C:35](=[CH:36][C:37]4[CH2:38][C:39]([CH3:46])([CH3:45])[CH2:40][C:41]=43)[C:34]2=[O:47])=[N:20][CH:21]=[CH:22][C:23]=1[C:24]1[CH:29]=[C:28]([NH:12][C:10]2[CH:11]=[C:3]3[CH:2]([CH3:1])[N:7]([CH3:8])[CH2:6][CH2:5][N:4]3[N:9]=2)[C:27](=[O:31])[N:26]([CH3:32])[CH:25]=1)(=[O:15])[CH3:14]. The yield is 0.480.